From a dataset of Reaction yield outcomes from USPTO patents with 853,638 reactions. Predict the reaction yield, written as a fraction of the theoretical maximum amount of product (1.0 means a 100% yield; for example, 0.34 means a 34% yield). (1) The reactants are [Cl:1][C:2]1[CH2:6][CH:5]([C:7]([O:9][CH3:10])=[O:8])[N:4]([C:11]2[CH:12]=[N:13][CH:14]=[CH:15][CH:16]=2)[N:3]=1.[Mn]([O-])(=O)(=O)=O.[K+]. The catalyst is CC(C)=O. The product is [Cl:1][C:2]1[CH:6]=[C:5]([C:7]([O:9][CH3:10])=[O:8])[N:4]([C:11]2[CH:12]=[N:13][CH:14]=[CH:15][CH:16]=2)[N:3]=1. The yield is 0.360. (2) The reactants are [C:1]([O:5][C:6]([NH:8][C@@H:9]1[C:23](=[O:24])[N:22]2[CH2:25][C@H:26]([O:28][C:29]3[C:30]4[S:43][CH:42]=[CH:41][C:31]=4[N:32]=[C:33]([C:35]4[CH:40]=[CH:39][CH:38]=[CH:37][N:36]=4)[N:34]=3)[CH2:27][C@H:21]2[C:20](=[O:44])[NH:19][C@:18]2([C:46]([O:48]C)=[O:47])[CH2:45][C@H:17]2[CH:16]=[CH:15][CH2:14][CH2:13][CH2:12][CH2:11][CH2:10]1)=[O:7])([CH3:4])([CH3:3])[CH3:2].O1CCCC1.[OH-].[Li+]. The catalyst is CO. The product is [C:1]([O:5][C:6]([NH:8][C@@H:9]1[C:23](=[O:24])[N:22]2[CH2:25][C@H:26]([O:28][C:29]3[C:30]4[S:43][CH:42]=[CH:41][C:31]=4[N:32]=[C:33]([C:35]4[CH:40]=[CH:39][CH:38]=[CH:37][N:36]=4)[N:34]=3)[CH2:27][C@H:21]2[C:20](=[O:44])[NH:19][C@:18]2([C:46]([OH:48])=[O:47])[CH2:45][C@H:17]2[CH:16]=[CH:15][CH2:14][CH2:13][CH2:12][CH2:11][CH2:10]1)=[O:7])([CH3:4])([CH3:2])[CH3:3]. The yield is 0.720. (3) The reactants are [CH3:1][O:2][C:3](=[O:34])[C@@H:4]([NH:8][S:9]([C:12]1[CH:13]=[CH:14][C:15]2[C:19]3[CH:20]=[CH:21][C:22](B4OC(C)(C)C(C)(C)O4)=[CH:23][C:18]=3[S:17][C:16]=2[CH:33]=1)(=[O:11])=[O:10])[CH:5]([CH3:7])[CH3:6].Br[C:36]1[S:37][C:38]([Cl:41])=[CH:39][CH:40]=1.C([O-])([O-])=O.[K+].[K+]. The catalyst is COCCOC.O. The product is [Cl:41][C:38]1[S:37][C:36]([C:22]2[CH:21]=[CH:20][C:19]3[C:15]4[CH:14]=[CH:13][C:12]([S:9]([NH:8][C@@H:4]([CH:5]([CH3:6])[CH3:7])[C:3]([O:2][CH3:1])=[O:34])(=[O:11])=[O:10])=[CH:33][C:16]=4[S:17][C:18]=3[CH:23]=2)=[CH:40][CH:39]=1. The yield is 0.470.